This data is from Forward reaction prediction with 1.9M reactions from USPTO patents (1976-2016). The task is: Predict the product of the given reaction. (1) Given the reactants [CH:1]1([C:6]2[NH:14][C:13]3[C:12](=[O:15])[N:11]([CH2:16][CH2:17][CH3:18])[C:10](Cl)=[N:9][C:8]=3[N:7]=2)[CH2:5][CH2:4][CH2:3][CH2:2]1.C([O-])([O-])=O.[K+].[K+].[F:26][C:27]1[CH:28]=[C:29]([OH:34])[CH:30]=[CH:31][C:32]=1[F:33], predict the reaction product. The product is: [CH:1]1([C:6]2[NH:14][C:13]3[C:12](=[O:15])[N:11]([CH2:16][CH2:17][CH3:18])[C:10]([O:34][C:29]4[CH:30]=[CH:31][C:32]([F:33])=[C:27]([F:26])[CH:28]=4)=[N:9][C:8]=3[N:7]=2)[CH2:5][CH2:4][CH2:3][CH2:2]1. (2) Given the reactants FC(F)(F)C(O)=O.[CH2:8]([N:10]([CH2:64][CH3:65])[CH2:11][CH2:12][NH:13][C:14]([C:16]1[CH:17]=[CH:18][C:19]([CH2:62][CH3:63])=[C:20]([C:22]2[CH:27]=[CH:26][C:25]([CH2:28][C@H:29]([NH:44][C:45]([C@H:47]3[CH2:52][CH2:51][C@H:50]([CH2:53][NH:54]C(=O)OC(C)(C)C)[CH2:49][CH2:48]3)=[O:46])[C:30](=[O:43])[NH:31][C:32]3[CH:37]=[CH:36][C:35]([C:38]4[N:39]=[N:40][NH:41][N:42]=4)=[CH:34][CH:33]=3)=[CH:24][CH:23]=2)[CH:21]=1)=[O:15])[CH3:9].[ClH:66], predict the reaction product. The product is: [ClH:66].[NH2:54][CH2:53][C@H:50]1[CH2:49][CH2:48][C@H:47]([C:45]([NH:44][C@H:29]([C:30](=[O:43])[NH:31][C:32]2[CH:37]=[CH:36][C:35]([C:38]3[N:39]=[N:40][NH:41][N:42]=3)=[CH:34][CH:33]=2)[CH2:28][C:25]2[CH:26]=[CH:27][C:22]([C:20]3[C:19]([CH2:62][CH3:63])=[CH:18][CH:17]=[C:16]([C:14]([NH:13][CH2:12][CH2:11][N:10]([CH2:64][CH3:65])[CH2:8][CH3:9])=[O:15])[CH:21]=3)=[CH:23][CH:24]=2)=[O:46])[CH2:52][CH2:51]1.